Predict which catalyst facilitates the given reaction. From a dataset of Catalyst prediction with 721,799 reactions and 888 catalyst types from USPTO. (1) Reactant: [CH:1]1([N:7]2[CH2:43][CH2:42][C:10]3([CH2:14][N:13]([CH2:15][C:16]4[CH:41]=[CH:40][C:19]([CH2:20][N:21]([CH2:28][C:29]5[N:30]([CH2:34][C:35]([O:37]CC)=[O:36])[CH:31]=[CH:32][N:33]=5)[CH2:22][C:23]5[NH:24][CH:25]=[CH:26][N:27]=5)=[CH:18][CH:17]=4)[CH2:12][CH2:11]3)[CH2:9][CH2:8]2)[CH2:6][CH2:5][CH2:4][CH2:3][CH2:2]1.[OH-].[Na+].Cl. Product: [CH:1]1([N:7]2[CH2:43][CH2:42][C:10]3([CH2:14][N:13]([CH2:15][C:16]4[CH:41]=[CH:40][C:19]([CH2:20][N:21]([CH2:28][C:29]5[N:30]([CH2:34][C:35]([OH:37])=[O:36])[CH:31]=[CH:32][N:33]=5)[CH2:22][C:23]5[NH:24][CH:25]=[CH:26][N:27]=5)=[CH:18][CH:17]=4)[CH2:12][CH2:11]3)[CH2:9][CH2:8]2)[CH2:2][CH2:3][CH2:4][CH2:5][CH2:6]1. The catalyst class is: 8. (2) Reactant: [CH:1]1[C:10]2[C:5](=[CH:6][CH:7]=[CH:8][CH:9]=2)[CH:4]=[CH:3][C:2]=1[CH2:11][NH:12][CH:13]1[CH:18]2[CH:14]1[CH2:15][N:16]([C:19]1[CH:27]=[CH:26][C:22]([C:23](O)=[O:24])=[CH:21][CH:20]=1)[CH2:17]2.CCN=C=N[CH2:33][CH2:34][CH2:35]N(C)C.Cl.C1C=CC2[N:48]([OH:49])N=NC=2C=1.CCN([CH2:55][CH3:56])CC.CN([CH:60]=[O:61])C. Product: [CH2:60]([O:61][CH:55]([O:49][NH:48][C:23](=[O:24])[C:22]1[CH:21]=[CH:20][C:19]([N:16]2[CH2:15][CH:14]3[CH:18]([CH:13]3[NH:12][CH2:11][C:2]3[CH:3]=[CH:4][C:5]4[C:10](=[CH:9][CH:8]=[CH:7][CH:6]=4)[CH:1]=3)[CH2:17]2)=[CH:27][CH:26]=1)[CH3:56])[CH:34]([CH3:33])[CH3:35]. The catalyst class is: 6. (3) Reactant: [NH2:1][CH:2]([C:9]1[CH:14]=[CH:13][CH:12]=[CH:11][CH:10]=1)[C:3]1[CH:8]=[CH:7][CH:6]=[CH:5][CH:4]=1.Cl[CH2:16]/[CH:17]=[CH:18]\[CH2:19]Cl. Product: [CH:2]([N:1]1[CH2:19][CH:18]=[CH:17][CH2:16]1)([C:3]1[CH:8]=[CH:7][CH:6]=[CH:5][CH:4]=1)[C:9]1[CH:14]=[CH:13][CH:12]=[CH:11][CH:10]=1. The catalyst class is: 4. (4) Reactant: [C:1]1([N:7]2[CH2:11][CH2:10][CH2:9][C:8]2=[O:12])[CH:6]=[CH:5][CH:4]=[CH:3][CH:2]=1.[Li+].C[Si]([N-][Si](C)(C)C)(C)C.S([Cl:33])(C1C=CC(C)=CC=1)(=O)=O.O. Product: [Cl:33][CH:9]1[CH2:10][CH2:11][N:7]([C:1]2[CH:2]=[CH:3][CH:4]=[CH:5][CH:6]=2)[C:8]1=[O:12]. The catalyst class is: 49. (5) Reactant: [OH:1][N:2]=[C:3]([NH2:14])[C:4]1[CH:9]=[C:8]([O:10][CH3:11])[CH:7]=[C:6]([O:12][CH3:13])[CH:5]=1.[H-].[Na+].[Cl:17][C:18]1[CH:23]=[CH:22][CH:21]=[C:20]([Cl:24])[C:19]=1[NH:25][C:26]1[NH:30][C:29]2[C:31]3[CH2:32][C:33]([CH3:43])([CH3:42])[O:34][C:35]=3[C:36]([C:38](OC)=O)=[CH:37][C:28]=2[N:27]=1. Product: [Cl:24][C:20]1[CH:21]=[CH:22][CH:23]=[C:18]([Cl:17])[C:19]=1[NH:25][C:26]1[NH:30][C:29]2[C:31]3[CH2:32][C:33]([CH3:43])([CH3:42])[O:34][C:35]=3[C:36]([C:38]3[O:1][N:2]=[C:3]([C:4]4[CH:5]=[C:6]([O:12][CH3:13])[CH:7]=[C:8]([O:10][CH3:11])[CH:9]=4)[N:14]=3)=[CH:37][C:28]=2[N:27]=1. The catalyst class is: 1. (6) Reactant: [F:1][C:2]1[CH:7]=[CH:6][CH:5]=[CH:4][C:3]=1[C@H:8]([O:10][C:11](=[O:35])[NH:12][C:13]1[C:14]([CH3:34])=[N:15][O:16][C:17]=1[C:18]1[CH:23]=[CH:22][C:21]([C:24]2[CH:29]=[CH:28][C:27]([CH2:30][C:31](=[NH:33])[NH2:32])=[CH:26][CH:25]=2)=[CH:20][CH:19]=1)[CH3:9].C(N(C(C)C)CC)(C)C.[C:45](Cl)(=[O:47])[CH3:46]. Product: [F:1][C:2]1[CH:7]=[CH:6][CH:5]=[CH:4][C:3]=1[C@H:8]([O:10][C:11](=[O:35])[NH:12][C:13]1[C:14]([CH3:34])=[N:15][O:16][C:17]=1[C:18]1[CH:23]=[CH:22][C:21]([C:24]2[CH:25]=[CH:26][C:27]([CH2:30][C:31]([NH:32][C:45](=[O:47])[CH3:46])=[NH:33])=[CH:28][CH:29]=2)=[CH:20][CH:19]=1)[CH3:9]. The catalyst class is: 4. (7) Reactant: N#N.[CH3:3][O:4][C:5]([C:7]1[N:8]=[C:9]([CH2:12][C:13]2[CH:18]=[CH:17][CH:16]=[C:15]([C:19]3([CH3:24])OCC[O:20]3)[CH:14]=2)[O:10][CH:11]=1)=[O:6].Cl.O. Product: [CH3:3][O:4][C:5]([C:7]1[N:8]=[C:9]([CH2:12][C:13]2[CH:18]=[CH:17][CH:16]=[C:15]([C:19](=[O:20])[CH3:24])[CH:14]=2)[O:10][CH:11]=1)=[O:6]. The catalyst class is: 1. (8) Reactant: Cl.[Cl:2][C:3]1[CH:8]=[CH:7][C:6]([CH:9]([NH:14]C(=O)OC(C)(C)C)[CH2:10][CH2:11][NH:12][CH3:13])=[CH:5][CH:4]=1. Product: [Cl:2][C:3]1[CH:4]=[CH:5][C:6]([CH:9]([NH2:14])[CH2:10][CH2:11][NH:12][CH3:13])=[CH:7][CH:8]=1. The catalyst class is: 61.